The task is: Predict the product of the given reaction.. This data is from Forward reaction prediction with 1.9M reactions from USPTO patents (1976-2016). (1) Given the reactants [F:1][C:2]([F:9])([F:8])[CH2:3][O:4][CH2:5][CH2:6][OH:7].[C:10]1([CH3:20])[CH:15]=[CH:14][C:13]([S:16](Cl)(=[O:18])=[O:17])=[CH:12][CH:11]=1.C(N(CC)CC)C, predict the reaction product. The product is: [CH3:20][C:10]1[CH:15]=[CH:14][C:13]([S:16]([O:7][CH2:6][CH2:5][O:4][CH2:3][C:2]([F:9])([F:8])[F:1])(=[O:18])=[O:17])=[CH:12][CH:11]=1. (2) Given the reactants [C:1]([NH:8][C@@H:9]([C:19]([OH:21])=O)[CH2:10][O:11][CH2:12][C:13]1[CH:18]=[CH:17][CH:16]=[CH:15][CH:14]=1)([O:3][C:4]([CH3:7])([CH3:6])[CH3:5])=[O:2].C1C=C2[N:28]=NN(O)C2=CC=1.O.C(Cl)CCl.[NH4+].[OH-], predict the reaction product. The product is: [NH2:28][C:19](=[O:21])[C@H:9]([NH:8][C:1](=[O:2])[O:3][C:4]([CH3:7])([CH3:6])[CH3:5])[CH2:10][O:11][CH2:12][C:13]1[CH:18]=[CH:17][CH:16]=[CH:15][CH:14]=1. (3) Given the reactants Cl[CH2:2][C:3]1[N:12]([C:13]2[CH:18]=[CH:17][CH:16]=[CH:15][C:14]=2[Cl:19])[C:11](=[O:20])[C:10]2[C:5](=[CH:6][CH:7]=[CH:8][C:9]=2[F:21])[N:4]=1.[N:22]1[C:30]([NH2:31])=[C:29]2[C:25]([N:26]=[CH:27][NH:28]2)=[N:24][CH:23]=1, predict the reaction product. The product is: [NH2:31][C:30]1[N:22]=[CH:23][N:24]=[C:25]2[C:29]=1[N:28]=[CH:27][N:26]2[CH2:2][C:3]1[N:12]([C:13]2[CH:18]=[CH:17][CH:16]=[CH:15][C:14]=2[Cl:19])[C:11](=[O:20])[C:10]2[C:5](=[CH:6][CH:7]=[CH:8][C:9]=2[F:21])[N:4]=1. (4) The product is: [Cl:1][C:2]1[CH:13]=[CH:12][C:5]([CH:6]=[O:7])=[CH:4][N:3]=1. Given the reactants [Cl:1][C:2]1[CH:13]=[CH:12][C:5]([C:6](N(OC)C)=[O:7])=[CH:4][N:3]=1.[H-].C([Al+]CC(C)C)C(C)C.CCCCCC, predict the reaction product.